From a dataset of Full USPTO retrosynthesis dataset with 1.9M reactions from patents (1976-2016). Predict the reactants needed to synthesize the given product. (1) Given the product [CH:10]1([CH2:13][O:14][C:15]2[CH:16]=[CH:17][C:18]([C:19]([NH:9][C:3]3[CH:4]=[N:5][C:6]([Cl:8])=[CH:7][C:2]=3[Cl:1])=[O:20])=[CH:22][CH:23]=2)[CH2:12][CH2:11]1, predict the reactants needed to synthesize it. The reactants are: [Cl:1][C:2]1[CH:7]=[C:6]([Cl:8])[N:5]=[CH:4][C:3]=1[NH2:9].[CH:10]1([CH2:13][O:14][C:15]2[CH:23]=[CH:22][C:18]([C:19](Cl)=[O:20])=[CH:17][CH:16]=2)[CH2:12][CH2:11]1.C(OCC)(=O)C. (2) Given the product [Cl:35][C:32]1[CH:33]=[CH:34][C:29]([C:26]2[S:27][CH:28]=[C:24]([CH2:23][S:22][C:4]3[C:5]([C:20]#[N:21])=[C:6]([C:10]4[CH:11]=[CH:12][C:13]([O:16][CH2:17][CH2:18][OH:19])=[CH:14][CH:15]=4)[C:7]([C:8]#[N:9])=[C:2]([NH:39][CH2:38][C:37]([F:41])([F:40])[F:36])[N:3]=3)[N:25]=2)=[CH:30][CH:31]=1, predict the reactants needed to synthesize it. The reactants are: Cl[C:2]1[C:7]([C:8]#[N:9])=[C:6]([C:10]2[CH:15]=[CH:14][C:13]([O:16][CH2:17][CH2:18][OH:19])=[CH:12][CH:11]=2)[C:5]([C:20]#[N:21])=[C:4]([S:22][CH2:23][C:24]2[N:25]=[C:26]([C:29]3[CH:34]=[CH:33][C:32]([Cl:35])=[CH:31][CH:30]=3)[S:27][CH:28]=2)[N:3]=1.[F:36][C:37]([F:41])([F:40])[CH2:38][NH2:39]. (3) Given the product [CH3:11][O:12][C:13]1[CH:14]=[C:15]([C:21]2[CH2:22][CH2:23][C:24](=[O:33])[N:25]([CH:27]3[CH2:28][CH2:29][N:30]([C:1]([C:2]4[CH:7]=[CH:6][CH:5]=[CH:4][CH:3]=4)=[O:8])[CH2:31][CH2:32]3)[N:26]=2)[CH:16]=[CH:17][C:18]=1[O:19][CH3:20], predict the reactants needed to synthesize it. The reactants are: [C:1](Cl)(=[O:8])[C:2]1[CH:7]=[CH:6][CH:5]=[CH:4][CH:3]=1.Cl.[CH3:11][O:12][C:13]1[CH:14]=[C:15]([C:21]2[CH:22](C)[CH2:23][C:24](=[O:33])[N:25]([CH:27]3[CH2:32][CH2:31][NH:30][CH2:29][CH2:28]3)[N:26]=2)[CH:16]=[CH:17][C:18]=1[O:19][CH3:20].C(N1CCC(N2C(=O)CC(C)C(C3C=CC(OC)=C(OC)C=3)=N2)CC1)(=O)C. (4) Given the product [NH2:1][C:2]1[CH:6]=[C:5]([C:7]([CH3:8])([CH3:9])[CH3:10])[S:4][C:3]=1[C:11]([N:13]1[CH2:18][CH2:17][N:16]([CH3:26])[C:15](=[O:19])[C:14]1([CH3:21])[CH3:20])=[O:12], predict the reactants needed to synthesize it. The reactants are: [NH2:1][C:2]1[CH:6]=[C:5]([C:7]([CH3:10])([CH3:9])[CH3:8])[S:4][C:3]=1[C:11]([N:13]1[CH2:18][CH2:17][NH:16][C:15](=[O:19])[C:14]1([CH3:21])[CH3:20])=[O:12].[H-].[Na+].CI.[CH3:26]CCCCC.CCOC(C)=O. (5) Given the product [CH2:1]([N:8]1[C:17]2[CH:16]=[CH:15][CH:14]=[CH:13][C:12]=2[C:11]2[O:18][C:19](=[O:23])[C:20]([Br:25])=[C:21]([OH:22])[C:10]=2[C:9]1=[O:24])[C:2]1[CH:7]=[CH:6][CH:5]=[CH:4][CH:3]=1, predict the reactants needed to synthesize it. The reactants are: [CH2:1]([N:8]1[C:17]2[CH:16]=[CH:15][CH:14]=[CH:13][C:12]=2[C:11]2[O:18][C:19](=[O:23])[CH:20]=[C:21]([OH:22])[C:10]=2[C:9]1=[O:24])[C:2]1[CH:7]=[CH:6][CH:5]=[CH:4][CH:3]=1.[Br:25]N1C(=O)CCC1=O.